This data is from NCI-60 drug combinations with 297,098 pairs across 59 cell lines. The task is: Regression. Given two drug SMILES strings and cell line genomic features, predict the synergy score measuring deviation from expected non-interaction effect. Drug 1: C1=NC2=C(N=C(N=C2N1C3C(C(C(O3)CO)O)F)Cl)N. Drug 2: CCC1(CC2CC(C3=C(CCN(C2)C1)C4=CC=CC=C4N3)(C5=C(C=C6C(=C5)C78CCN9C7C(C=CC9)(C(C(C8N6C)(C(=O)OC)O)OC(=O)C)CC)OC)C(=O)OC)O.OS(=O)(=O)O. Cell line: SW-620. Synergy scores: CSS=1.04, Synergy_ZIP=3.14, Synergy_Bliss=6.14, Synergy_Loewe=1.65, Synergy_HSA=1.54.